This data is from Catalyst prediction with 721,799 reactions and 888 catalyst types from USPTO. The task is: Predict which catalyst facilitates the given reaction. (1) Reactant: [CH3:1][O:2][CH:3]([O:23][CH3:24])[C:4]1[C:13]([CH2:14][N:15]2[CH2:20][CH2:19][N:18]([CH3:21])[CH2:17][C:16]2=[O:22])=[CH:12][C:11]2[CH2:10][CH2:9][CH2:8][NH:7][C:6]=2[N:5]=1.C1([O:31][C:32](=O)[NH:33][C:34]2[CH:39]=[C:38]([O:40][CH:41]([CH3:43])[CH3:42])[C:37]([C:44]#[N:45])=[CH:36][N:35]=2)C=CC=CC=1. Product: [C:44]([C:37]1[C:38]([O:40][CH:41]([CH3:43])[CH3:42])=[CH:39][C:34]([NH:33][C:32]([N:7]2[C:6]3[C:11](=[CH:12][C:13]([CH2:14][N:15]4[CH2:20][CH2:19][N:18]([CH3:21])[CH2:17][C:16]4=[O:22])=[C:4]([CH:3]([O:23][CH3:24])[O:2][CH3:1])[N:5]=3)[CH2:10][CH2:9][CH2:8]2)=[O:31])=[N:35][CH:36]=1)#[N:45]. The catalyst class is: 840. (2) Reactant: Cl[C:2]1[N:7]=[CH:6][N:5]=[C:4]([NH:8][C:9]2[CH:10]=[C:11]([NH:15][C:16](=[O:22])[O:17][C:18]([CH3:21])([CH3:20])[CH3:19])[CH:12]=[CH:13][CH:14]=2)[CH:3]=1.[CH3:23][NH:24][C:25]1[CH:30]=[CH:29][CH:28]=[CH:27][CH:26]=1.[OH-].[Na+]. Product: [CH3:23][N:24]([C:2]1[N:7]=[CH:6][N:5]=[C:4]([NH:8][C:9]2[CH:10]=[C:11]([NH:15][C:16](=[O:22])[O:17][C:18]([CH3:21])([CH3:20])[CH3:19])[CH:12]=[CH:13][CH:14]=2)[CH:3]=1)[C:25]1[CH:30]=[CH:29][CH:28]=[CH:27][CH:26]=1. The catalyst class is: 2. (3) The catalyst class is: 3. Reactant: [Cl:1][C:2]1[CH:3]=[C:4]([CH:17]=[CH:18][C:19]=1[O:20][CH3:21])[C:5]([NH:7][C:8]1[CH:16]=[CH:15][CH:14]=[CH:13][C:9]=1[C:10]([OH:12])=O)=[O:6].[CH2:22]([NH2:30])[CH2:23][C:24]1[CH:29]=[CH:28][CH:27]=[CH:26][CH:25]=1.C(N(C(C)C)CC)(C)C.CCN=C=NCCCN(C)C.CN([P+](ON1N=NC2C=CC=CC1=2)(N(C)C)N(C)C)C.F[P-](F)(F)(F)(F)F. Product: [Cl:1][C:2]1[CH:3]=[C:4]([CH:17]=[CH:18][C:19]=1[O:20][CH3:21])[C:5]([NH:7][C:8]1[CH:16]=[CH:15][CH:14]=[CH:13][C:9]=1[C:10]([NH:30][CH2:22][CH2:23][C:24]1[CH:29]=[CH:28][CH:27]=[CH:26][CH:25]=1)=[O:12])=[O:6]. (4) Reactant: C(N(CC)CC)C.Cl.[Cl:9][C:10]1[CH:11]=[C:12]2[C:16](=[CH:17][CH:18]=1)[NH:15][CH:14]=[C:13]2[CH2:19][CH2:20][NH2:21].[CH3:22][C:23]1[O:27][C:26]([C:28]2[CH:33]=[CH:32][CH:31]=[CH:30][CH:29]=2)=[C:25]([C:34](Cl)=[O:35])[CH:24]=1. Product: [Cl:9][C:10]1[CH:11]=[C:12]2[C:16](=[CH:17][CH:18]=1)[NH:15][CH:14]=[C:13]2[CH2:19][CH2:20][NH:21][C:34]([C:25]1[CH:24]=[C:23]([CH3:22])[O:27][C:26]=1[C:28]1[CH:33]=[CH:32][CH:31]=[CH:30][CH:29]=1)=[O:35]. The catalyst class is: 4. (5) Reactant: [C:1]([O:5][C:6]([N:8]1[CH2:12][CH2:11][C@@H:10]([C:13]([NH:15][NH:16][C:17]([C@H:19]2[CH2:25][CH2:24][C@@H:23]3[CH2:26][N:20]2[C:21](=[O:35])[N:22]3[O:27]CC2C=CC=CC=2)=[O:18])=[O:14])[CH2:9]1)=[O:7])([CH3:4])([CH3:3])[CH3:2]. Product: [C:1]([O:5][C:6]([N:8]1[CH2:12][CH2:11][C@@H:10]([C:13]([NH:15][NH:16][C:17]([C@H:19]2[CH2:25][CH2:24][C@@H:23]3[CH2:26][N:20]2[C:21](=[O:35])[N:22]3[OH:27])=[O:18])=[O:14])[CH2:9]1)=[O:7])([CH3:4])([CH3:2])[CH3:3]. The catalyst class is: 43. (6) Reactant: [H-].[Na+].[C:3]([CH:11]1[C:20](=[O:21])[C:19]2[C:14](=[CH:15][CH:16]=[CH:17][CH:18]=2)[NH:13][CH2:12]1)(=[O:10])[C:4]1[CH:9]=[CH:8][CH:7]=[CH:6][CH:5]=1.[CH3:22][C:23]1[CH:24]=[C:25]([CH:28]=[CH:29][CH:30]=1)[CH2:26]Br. Product: [C:3]([C:11]1[C:20](=[O:21])[C:19]2[C:14](=[CH:15][CH:16]=[CH:17][CH:18]=2)[N:13]([CH2:22][C:23]2[CH:30]=[CH:29][CH:28]=[C:25]([CH3:26])[CH:24]=2)[CH:12]=1)(=[O:10])[C:4]1[CH:5]=[CH:6][CH:7]=[CH:8][CH:9]=1. The catalyst class is: 9. (7) Reactant: [O:1]1[C:5]2([CH2:16][CH2:15][CH2:14][C:7]3([CH2:11][CH2:10][CH:9]([CH2:12][OH:13])[CH2:8]3)[CH2:6]2)[O:4][CH2:3][CH2:2]1.[C:17]1([CH3:27])[CH:22]=[CH:21][C:20]([S:23](Cl)(=[O:25])=[O:24])=[CH:19][CH:18]=1.Cl. Product: [O:1]1[C:5]2([CH2:16][CH2:15][CH2:14][C:7]3([CH2:11][CH2:10][CH:9]([CH2:12][O:13][S:23]([C:20]4[CH:21]=[CH:22][C:17]([CH3:27])=[CH:18][CH:19]=4)(=[O:25])=[O:24])[CH2:8]3)[CH2:6]2)[O:4][CH2:3][CH2:2]1. The catalyst class is: 537. (8) Reactant: C(OC(=O)[NH:7][C@H:8]([CH2:25][C:26]1[CH:27]=[N:28][CH:29]=[CH:30][CH:31]=1)[CH2:9][N:10]1[CH2:15][CH2:14][CH:13]([C:16](=[O:24])[C:17]2[CH:22]=[CH:21][C:20]([F:23])=[CH:19][CH:18]=2)[CH2:12][CH2:11]1)(C)(C)C.FC(F)(F)C(O)=O. Product: [NH2:7][C@H:8]([CH2:25][C:26]1[CH:27]=[N:28][CH:29]=[CH:30][CH:31]=1)[CH2:9][N:10]1[CH2:11][CH2:12][CH:13]([C:16]([C:17]2[CH:22]=[CH:21][C:20]([F:23])=[CH:19][CH:18]=2)=[O:24])[CH2:14][CH2:15]1. The catalyst class is: 4.